This data is from Catalyst prediction with 721,799 reactions and 888 catalyst types from USPTO. The task is: Predict which catalyst facilitates the given reaction. (1) Reactant: [F:1][C:2]([F:18])([F:17])[O:3][C:4]1[CH:16]=[CH:15][C:7]([CH2:8][N:9]2[CH2:14][CH2:13][NH:12][CH2:11][CH2:10]2)=[CH:6][CH:5]=1.C(N(CC)CC)C.[Br:26][C:27]1[CH:28]=[C:29]([CH2:37][C:38]([O:40][CH3:41])=[O:39])[CH:30]=[C:31]([S:33](Cl)(=[O:35])=[O:34])[CH:32]=1. Product: [Br:26][C:27]1[CH:28]=[C:29]([CH2:37][C:38]([O:40][CH3:41])=[O:39])[CH:30]=[C:31]([S:33]([N:12]2[CH2:13][CH2:14][N:9]([CH2:8][C:7]3[CH:15]=[CH:16][C:4]([O:3][C:2]([F:1])([F:17])[F:18])=[CH:5][CH:6]=3)[CH2:10][CH2:11]2)(=[O:35])=[O:34])[CH:32]=1. The catalyst class is: 1. (2) Reactant: [CH2:1]([O:3][C:4]1[CH:14]=[C:13]([CH2:15][C:16]([NH:18][C@H:19]([C:24]2[CH:29]=[CH:28][CH:27]=[CH:26][C:25]=2[N:30]2[CH2:35][CH2:34][CH2:33][CH2:32][CH2:31]2)[CH2:20][CH:21]([CH3:23])[CH3:22])=[O:17])[CH:12]=[CH:11][C:5]=1[C:6]([O:8]CC)=[O:7])[CH3:2].[OH-].[Na+]. Product: [CH3:2][CH2:1][O:3][C:4]1[CH:14]=[C:13]([CH2:15][C:16]([NH:18][C@H:19]([C:24]2[CH:29]=[CH:28][CH:27]=[CH:26][C:25]=2[N:30]2[CH2:35][CH2:34][CH2:33][CH2:32][CH2:31]2)[CH2:20][CH:21]([CH3:23])[CH3:22])=[O:17])[CH:12]=[CH:11][C:5]=1[C:6]([OH:8])=[O:7]. The catalyst class is: 33. (3) Reactant: [CH2:1]([O:3][C:4](=[O:34])[C:5]([O:27][C:28]1[CH:33]=[CH:32][CH:31]=[CH:30][CH:29]=1)([CH3:26])[CH:6]([C:8]1[C:17]2[C:12](=[CH:13][CH:14]=[CH:15][CH:16]=2)[C:11]([O:18][CH2:19][C:20]2[CH:25]=[CH:24][CH:23]=[CH:22][CH:21]=2)=[CH:10][CH:9]=1)O)[CH3:2].B(F)(F)F.CCOCC.C([SiH](CC)CC)C.C([O-])([O-])=O.[Na+].[Na+]. Product: [CH2:1]([O:3][C:4](=[O:34])[C:5]([O:27][C:28]1[CH:29]=[CH:30][CH:31]=[CH:32][CH:33]=1)([CH3:26])[CH2:6][C:8]1[C:17]2[C:12](=[CH:13][CH:14]=[CH:15][CH:16]=2)[C:11]([O:18][CH2:19][C:20]2[CH:25]=[CH:24][CH:23]=[CH:22][CH:21]=2)=[CH:10][CH:9]=1)[CH3:2]. The catalyst class is: 2. (4) Reactant: [N+:1]([C:4]1[CH:5]=[CH:6][C:7]([O:21][CH2:22][CH2:23][CH3:24])=[C:8]([C:10]2[NH:15][C:14](=[O:16])[C:13]([CH2:17][CH3:18])=[C:12]([CH2:19][CH3:20])[N:11]=2)[CH:9]=1)([O-])=O. Product: [NH2:1][C:4]1[CH:5]=[CH:6][C:7]([O:21][CH2:22][CH2:23][CH3:24])=[C:8]([C:10]2[NH:15][C:14](=[O:16])[C:13]([CH2:17][CH3:18])=[C:12]([CH2:19][CH3:20])[N:11]=2)[CH:9]=1. The catalyst class is: 19.